Dataset: Drug-target binding data from BindingDB using Ki measurements. Task: Regression. Given a target protein amino acid sequence and a drug SMILES string, predict the binding affinity score between them. We predict pKi (pKi = -log10(Ki in M); higher means stronger inhibition). Dataset: bindingdb_ki. (1) The small molecule is CNCCC(Oc1ccccc1C)c1ccccc1. The target protein sequence is MAKSEGRKSASQDTSENGMENPGLELMEVGNLEQGKTLEEVTQGHSLKDGLGHSSLWRRILQPFTKARSFYQRHAGLFKKILLGLLCLAYAAYLLAACILNFRRALALFVITCLVIFILACHFLKKFFAKKSIRCLKPLKNTRLRLWLKRVFMGAAVVGLILWLALDTAQRPEQLISFAGICMFILILFACSKHHSAVSWRTVFWGLGLQFVFGILVIRTEPGFNAFQWLGDQIQIFLAYTVEGSSFVFGDTLVQSVFAFQSLPIIIFFGCVMSILYYLGLVQWVIQKIAWFLQITMGTTAAETLAVAGNIFVGMTEAPLLIRPYLADMTLSEIHAVMTGGFATIAGTVLGAFISFGIDASSLISASVMAAPCALALSKLVYPEVEESKFKSKEGVKLPRGEERNILEAASNGATDAIGLVANVAANLIAFLAVLAFINSTLSWLGEMVDIHGLTFQVICSYVLRPMVFMMGVQWADCPLVAEIVGVKFFINEFVAYQQL.... The pKi is 6.0. (2) The target protein sequence is PQITLWQRPLVTVKIGGQLKEALLDTGADDTVLEEMNLPGRWKPKMIGGIGGFIKVRQYDQILVEICGHKAIGTVLVGPTPVNIIGRNLLTQIGCTLNF. The pKi is 6.1. The drug is CNC(=O)[C@@H](NC(=O)[C@H](OCc1ccccc1C(=O)N1CCc2ccccc21)[C@H](O)[C@@H](O)[C@@H](OCc1ccccc1C(=O)N1CCc2ccccc21)C(=O)N[C@H](C(=O)NC)C(C)C)C(C)C. (3) The small molecule is O=C1CCN(C2O[C@H](CO)[C@@H](O)[C@H]2O)C(=O)NC1. The target protein (P32320) has sequence MAQKRPACTLKPECVQQLLVCSQEAKKSAYCPYSHFPVGAALLTQEGRIFKGCNIENACYPLGICAERTAIQKAVSEGYKDFRAIAIASDMQDDFISPCGACRQVMREFGTNWPVYMTKPDGTYIVMTVQELLPSSFGPEDLQKTQ. The pKi is 5.0.